This data is from Catalyst prediction with 721,799 reactions and 888 catalyst types from USPTO. The task is: Predict which catalyst facilitates the given reaction. (1) Reactant: [NH2:1][CH2:2][C:3]1[CH:8]=[CH:7][C:6]([C:9]2[C:14]([CH3:15])=[CH:13][CH:12]=[C:11]([NH:16][C:17]([C:19]3([C:22]4[CH:30]=[CH:29][C:25]5[O:26][CH2:27][O:28][C:24]=5[CH:23]=4)[CH2:21][CH2:20]3)=[O:18])[CH:10]=2)=[CH:5][CH:4]=1.[CH2:31]([S:34](Cl)(=[O:36])=[O:35])[CH2:32][CH3:33].CCN(CC)CC. Product: [O:26]1[C:25]2[CH:29]=[CH:30][C:22]([C:19]3([C:17]([NH:16][C:11]4[CH:10]=[C:9]([C:6]5[CH:5]=[CH:4][C:3]([CH2:2][NH:1][S:34]([CH2:31][CH2:32][CH3:33])(=[O:36])=[O:35])=[CH:8][CH:7]=5)[C:14]([CH3:15])=[CH:13][CH:12]=4)=[O:18])[CH2:20][CH2:21]3)=[CH:23][C:24]=2[O:28][CH2:27]1. The catalyst class is: 4. (2) The catalyst class is: 6. Reactant: [CH2:1]([O:3][C:4](=[O:20])[C:5]1[CH:10]=[CH:9][C:8]([NH:11]N=C2CCCNC2=O)=[CH:7][CH:6]=1)[CH3:2].[CH:21]([OH:23])=O. Product: [CH2:1]([O:3][C:4]([C:5]1[CH:6]=[C:7]2[C:8](=[CH:9][CH:10]=1)[NH:11][C:5]1[C:21](=[O:23])[NH:11][CH2:8][CH2:7][C:6]2=1)=[O:20])[CH3:2]. (3) Reactant: Cl.[CH3:2][O:3][C:4](=[O:26])[C@H:5]([CH2:22][CH2:23][S:24][CH3:25])[NH:6][C:7](=[O:21])[C:8]1[CH:13]=[CH:12][C:11]([NH2:14])=[CH:10][C:9]=1[C:15]1[CH:20]=[CH:19][CH:18]=[CH:17][CH:16]=1.[N:27]1[CH:32]=[CH:31][CH:30]=[C:29]([CH:33]=O)[CH:28]=1.C([BH3-])#N.[Na+]. Product: [CH3:2][O:3][C:4](=[O:26])[C@H:5]([CH2:22][CH2:23][S:24][CH3:25])[NH:6][C:7](=[O:21])[C:8]1[CH:13]=[CH:12][C:11]([NH:14][CH2:33][C:29]2[CH:28]=[N:27][CH:32]=[CH:31][CH:30]=2)=[CH:10][C:9]=1[C:15]1[CH:16]=[CH:17][CH:18]=[CH:19][CH:20]=1. The catalyst class is: 404. (4) Reactant: [Cl:1][CH2:2][C:3](=[O:10])[CH2:4][C:5]([O:7][CH2:8][CH3:9])=[O:6]. Product: [Cl:1][CH2:2][C@H:3]([OH:10])[CH2:4][C:5]([O:7][CH2:8][CH3:9])=[O:6]. The catalyst class is: 412.